This data is from Forward reaction prediction with 1.9M reactions from USPTO patents (1976-2016). The task is: Predict the product of the given reaction. (1) Given the reactants BrC1C=CC(NC(=CC([O-])=O)C(OC)=O)=C(OC)C=1.[CH3:20][O:21][C:22](=[O:38])[C:23]([NH:28][C:29]1[CH:34]=[C:33]([CH3:35])[CH:32]=[CH:31][C:30]=1[O:36][CH3:37])=[CH:24][C:25]([O-:27])=O, predict the reaction product. The product is: [CH3:20][O:21][C:22]([C:23]1[CH:24]=[C:25]([OH:27])[C:34]2[C:29](=[C:30]([O:36][CH3:37])[CH:31]=[CH:32][C:33]=2[CH3:35])[N:28]=1)=[O:38]. (2) Given the reactants [Br:1][C:2]1[C:7]2[O:8][CH2:9][CH:10]([OH:13])[CH2:11][NH:12][C:6]=2[CH:5]=[CH:4][CH:3]=1.N1C=CN=C1.[CH3:19][C:20]([Si:23](Cl)([CH3:25])[CH3:24])([CH3:22])[CH3:21], predict the reaction product. The product is: [Br:1][C:2]1[C:7]2[O:8][CH2:9][CH:10]([O:13][Si:23]([C:20]([CH3:22])([CH3:21])[CH3:19])([CH3:25])[CH3:24])[CH2:11][NH:12][C:6]=2[CH:5]=[CH:4][CH:3]=1.